The task is: Predict the reaction yield, written as a fraction of the theoretical maximum amount of product (1.0 means a 100% yield; for example, 0.34 means a 34% yield).. This data is from Reaction yield outcomes from USPTO patents with 853,638 reactions. (1) The reactants are [Cl:1][C:2]1[S:6][C:5]([S:7]([N:10]([C:19]2[C:27]3[C:22](=[CH:23][CH:24]=[CH:25][C:26]=3[O:28][CH3:29])[NH:21][N:20]=2)[CH2:11][O:12][CH2:13][CH2:14][Si:15]([CH3:18])([CH3:17])[CH3:16])(=[O:9])=[O:8])=[CH:4][CH:3]=1.Cl[CH2:31][C:32]1[CH:44]=[CH:43][C:35]([C:36]([N:38]([CH2:41]C)[CH2:39]C)=[O:37])=[CH:34][CH:33]=1.[OH-].[K+]. No catalyst specified. The product is [Cl:1][C:2]1[S:6][C:5]([S:7]([N:10]([CH2:11][O:12][CH2:13][CH2:14][Si:15]([CH3:18])([CH3:16])[CH3:17])[C:19]2[C:27]3[C:22](=[CH:23][CH:24]=[CH:25][C:26]=3[O:28][CH3:29])[N:21]([CH2:31][C:32]3[CH:44]=[CH:43][C:35]([C:36]([N:38]([CH3:39])[CH3:41])=[O:37])=[CH:34][CH:33]=3)[N:20]=2)(=[O:9])=[O:8])=[CH:4][CH:3]=1. The yield is 0.600. (2) The reactants are [C:1]12([O:11][CH2:12][CH2:13][O:14][CH2:15][CH2:16][O:17][CH2:18][CH2:19][O:20][CH2:21][CH2:22][O:23][CH2:24][CH2:25][CH2:26][CH2:27][N:28]=[N+]=[N-])[CH2:10][CH:5]3[CH2:6][CH:7]([CH2:9][CH:3]([CH2:4]3)[CH2:2]1)[CH2:8]2.C1(P(C2C=CC=CC=2)C2C=CC=CC=2)C=CC=CC=1.O. The catalyst is C1COCC1.C(OCC)C. The product is [C:1]12([O:11][CH2:12][CH2:13][O:14][CH2:15][CH2:16][O:17][CH2:18][CH2:19][O:20][CH2:21][CH2:22][O:23][CH2:24][CH2:25][CH2:26][CH2:27][NH2:28])[CH2:10][CH:5]3[CH2:4][CH:3]([CH2:9][CH:7]([CH2:6]3)[CH2:8]1)[CH2:2]2. The yield is 0.690. (3) The reactants are [Cl:1][C:2]1[CH:3]=[C:4]([CH:9]=[CH:10][CH:11]=1)[C:5]([NH:7][NH2:8])=[O:6].[Br:12][CH:13]([CH3:24])[C:14](OCC)(OCC)OCC. No catalyst specified. The product is [Br:12][CH:13]([C:24]1[O:6][C:5]([C:4]2[CH:9]=[CH:10][CH:11]=[C:2]([Cl:1])[CH:3]=2)=[N:7][N:8]=1)[CH3:14]. The yield is 0.320. (4) The reactants are [F:1][C:2]1[CH:3]=[C:4]([N:15]2[C:19]([OH:20])=[N:18][N:17]=[C:16]2[C:21]2[CH:26]=[C:25]([CH:27]([CH3:29])[CH3:28])[C:24]([OH:30])=[CH:23][C:22]=2[OH:31])[CH:5]=[CH:6][C:7]=1[CH2:8][N:9]1[CH2:14][CH2:13][NH:12][CH2:11][CH2:10]1.[C:32](=O)([O:49]C1C=CC([N+]([O-])=O)=CC=1)[O:33][C:34]1[CH:39]=[CH:38][C:37]([CH2:40][O:41][Si:42]([C:45]([CH3:48])([CH3:47])[CH3:46])([CH3:44])[CH3:43])=[CH:36][CH:35]=1. The catalyst is CN(C=O)C. The product is [OH:31][C:22]1[CH:23]=[C:24]([OH:30])[C:25]([CH:27]([CH3:29])[CH3:28])=[CH:26][C:21]=1[C:16]1[N:15]([C:4]2[CH:5]=[CH:6][C:7]([CH2:8][N:9]3[CH2:14][CH2:13][N:12]([C:32]([O:33][C:34]4[CH:39]=[CH:38][C:37]([CH2:40][O:41][Si:42]([C:45]([CH3:48])([CH3:47])[CH3:46])([CH3:43])[CH3:44])=[CH:36][CH:35]=4)=[O:49])[CH2:11][CH2:10]3)=[C:2]([F:1])[CH:3]=2)[C:19]([OH:20])=[N:18][N:17]=1. The yield is 0.750. (5) The reactants are [F:1][CH:2]([F:13])[O:3][C:4]1[C:5]([N+:10]([O-])=O)=[N:6][CH:7]=[CH:8][CH:9]=1.[Cl-].[NH4+]. The catalyst is C(O)C.O.[Fe]. The product is [F:13][CH:2]([F:1])[O:3][C:4]1[C:5]([NH2:10])=[N:6][CH:7]=[CH:8][CH:9]=1. The yield is 0.550. (6) The reactants are [Br:1][C:2]1[C:7]([O:8][CH2:9][CH3:10])=[CH:6][CH:5]=[CH:4][N:3]=1.[N+:11]([O-])([OH:13])=[O:12].S(=O)(=O)(O)O. No catalyst specified. The product is [Br:1][C:2]1[C:7]([O:8][CH2:9][CH3:10])=[CH:6][CH:5]=[C:4]([N+:11]([O-:13])=[O:12])[N:3]=1. The yield is 0.570. (7) The reactants are [C:1]([O:5][C:6]([NH:8][C@@H:9]([CH2:13][C:14]1[CH:19]=[CH:18][C:17]([N+:20]([O-:22])=[O:21])=[CH:16][CH:15]=1)[C:10]([OH:12])=O)=[O:7])([CH3:4])([CH3:3])[CH3:2].C(N(CC)CC)C.ClC(OCC(C)C)=O.[N+:38](=[CH2:40])=[N-:39]. The catalyst is C1COCC1.CCOCC. The product is [C:1]([O:5][C:6](=[O:7])[NH:8][CH:9]([CH2:13][C:14]1[CH:19]=[CH:18][C:17]([N+:20]([O-:22])=[O:21])=[CH:16][CH:15]=1)[C:10](=[O:12])[CH:40]=[N+:38]=[N-:39])([CH3:2])([CH3:3])[CH3:4]. The yield is 0.820.